This data is from Full USPTO retrosynthesis dataset with 1.9M reactions from patents (1976-2016). The task is: Predict the reactants needed to synthesize the given product. (1) Given the product [CH2:1]([O:3][P:4]([CH:10]1[CH2:12][CH2:11]1)(=[O:8])[O:5][CH2:6][CH3:7])[CH3:2], predict the reactants needed to synthesize it. The reactants are: [CH2:1]([O:3][P:4](Cl)(=[O:8])[O:5][CH2:6][CH3:7])[CH3:2].[CH:10]1([Mg]Br)[CH2:12][CH2:11]1.[NH4+].[Cl-]. (2) Given the product [CH2:19]([O:18][C:15]1[CH:16]=[CH:17][C:11]2[O:10][C:9]([C:6]3[CH:7]=[CH:8][C:3]([C:1]#[N:2])=[CH:4][CH:5]=3)=[N:13][C:12]=2[CH:14]=1)[CH:21]1[O:23][CH2:22]1, predict the reactants needed to synthesize it. The reactants are: [C:1]([C:3]1[CH:8]=[CH:7][C:6]([C:9]2[O:10][C:11]3[CH:17]=[CH:16][C:15]([OH:18])=[CH:14][C:12]=3[N:13]=2)=[CH:5][CH:4]=1)#[N:2].[CH2:19]([CH:21]1[O:23][CH2:22]1)Cl.[OH-].[K+].O. (3) Given the product [CH3:20][C:21]1[C:22]([N:28]2[CH2:29][CH2:30][N:31]([C:14]([C:13]3[CH:12]=[CH:11][C:10]([N:5]4[C@@H:4]([CH:1]([CH3:2])[CH3:3])[CH2:8][O:7][C:6]4=[O:9])=[CH:18][CH:17]=3)=[O:16])[CH2:32][CH2:33]2)=[N:23][CH:24]=[C:25]([CH3:27])[CH:26]=1, predict the reactants needed to synthesize it. The reactants are: [CH:1]([C@H:4]1[CH2:8][O:7][C:6](=[O:9])[N:5]1[C:10]1[CH:18]=[CH:17][C:13]([C:14]([OH:16])=O)=[CH:12][CH:11]=1)([CH3:3])[CH3:2].Cl.[CH3:20][C:21]1[C:22]([N:28]2[CH2:33][CH2:32][NH:31][CH2:30][CH2:29]2)=[N:23][CH:24]=[C:25]([CH3:27])[CH:26]=1. (4) Given the product [O:1]1[C:5]2[CH:6]=[CH:7][C:8]([CH2:10][N:26]3[CH2:27][CH2:28][CH:23]([C:19]4[CH:18]=[C:17]([NH:16][C:14](=[O:15])[CH:13]([CH3:12])[CH3:29])[CH:22]=[CH:21][CH:20]=4)[CH2:24][CH2:25]3)=[CH:9][C:4]=2[CH2:3][CH2:2]1, predict the reactants needed to synthesize it. The reactants are: [O:1]1[C:5]2[CH:6]=[CH:7][C:8]([CH:10]=O)=[CH:9][C:4]=2[CH2:3][CH2:2]1.[CH3:12][CH:13]([CH3:29])[C:14]([NH:16][C:17]1[CH:22]=[CH:21][CH:20]=[C:19]([CH:23]2[CH2:28][CH2:27][NH:26][CH2:25][CH2:24]2)[CH:18]=1)=[O:15].